Dataset: Forward reaction prediction with 1.9M reactions from USPTO patents (1976-2016). Task: Predict the product of the given reaction. (1) Given the reactants [N+:1]([C:4]1[CH:9]=[CH:8][C:7]([N:10]2[CH2:14][CH2:13][CH2:12][C@@H:11]2[C:15]([OH:17])=O)=[CH:6][CH:5]=1)([O-:3])=[O:2].CN(C(ON1N=NC2[CH:29]=[CH:30][CH:31]=[N:32]C1=2)=[N+](C)C)C.F[P-](F)(F)(F)(F)F.CCN(C(C)C)C(C)C.CN, predict the reaction product. The product is: [CH:31]1([NH:32][C:15]([C@H:11]2[CH2:12][CH2:13][CH2:14][N:10]2[C:7]2[CH:6]=[CH:5][C:4]([N+:1]([O-:3])=[O:2])=[CH:9][CH:8]=2)=[O:17])[CH2:29][CH2:30]1. (2) Given the reactants [CH2:1]([N:3]([CH2:38][CH3:39])[S:4]([CH2:7][CH:8]1[CH2:12][CH:11]([C:13]([NH:15][NH:16][C:17]2[N:18]=[C:19]3[CH:25]=[CH:24][N:23](S(C4C=CC(C)=CC=4)(=O)=O)[C:20]3=[N:21][CH:22]=2)=O)[CH:10]([CH2:36][CH3:37])[CH2:9]1)(=[O:6])=[O:5])[CH3:2].O=S(Cl)Cl.CCO, predict the reaction product. The product is: [CH2:1]([N:3]([CH2:38][CH3:39])[S:4]([CH2:7][CH:8]1[CH2:12][CH:11]([C:13]2[N:18]3[C:19]4[CH:25]=[CH:24][NH:23][C:20]=4[N:21]=[CH:22][C:17]3=[N:16][N:15]=2)[CH:10]([CH2:36][CH3:37])[CH2:9]1)(=[O:6])=[O:5])[CH3:2]. (3) Given the reactants [NH2:1][C:2]1[C:3]([NH:23][C@H:24]2[CH2:29][CH2:28][C@@H:27]([C:30](=[O:35])[NH:31][CH:32]([CH3:34])[CH3:33])[CH2:26][CH2:25]2)=[CH:4][C:5]([O:8][CH:9]2[CH2:14][CH2:13][N:12]([CH2:15][C:16]([O:18][C:19]([CH3:22])([CH3:21])[CH3:20])=[O:17])[CH2:11][CH2:10]2)=[N:6][CH:7]=1.[F:36][C:37]1[CH:71]=[CH:70][C:40]([C:41](/[N:43]=[C:44]2/N([C@H]3CC[C@@H](C(=O)NC(C)C)CC3)C3C=C(OCCOC)N=CC=3N/2)=[O:42])=[CH:39][CH:38]=1, predict the reaction product. The product is: [F:36][C:37]1[CH:38]=[CH:39][C:40]([C:41](/[N:43]=[C:44]2/[N:23]([C@H:24]3[CH2:25][CH2:26][C@@H:27]([C:30](=[O:35])[NH:31][CH:32]([CH3:33])[CH3:34])[CH2:28][CH2:29]3)[C:3]3[CH:4]=[C:5]([O:8][CH:9]4[CH2:14][CH2:13][N:12]([CH2:15][C:16]([O:18][C:19]([CH3:22])([CH3:21])[CH3:20])=[O:17])[CH2:11][CH2:10]4)[N:6]=[CH:7][C:2]=3[NH:1]/2)=[O:42])=[CH:70][CH:71]=1. (4) Given the reactants [C:1]([O:4][C:5]1[CH:13]=[CH:12][CH:11]=[CH:10][C:6]=1[C:7]([OH:9])=[O:8])(=[O:3])[CH3:2].C(N(CC)CC)C.O[CH2:22][CH2:23][CH2:24][NH:25][C:26](=[O:35])[O:27][CH2:28][C:29]1[CH:34]=[CH:33][CH:32]=[CH:31][CH:30]=1, predict the reaction product. The product is: [C:1]([O:4][C:5]1[CH:13]=[CH:12][CH:11]=[CH:10][C:6]=1[C:7]([O:9][CH2:22][CH2:23][CH2:24][NH:25][C:26]([O:27][CH2:28][C:29]1[CH:30]=[CH:31][CH:32]=[CH:33][CH:34]=1)=[O:35])=[O:8])(=[O:3])[CH3:2]. (5) The product is: [N+:1]([C:4]1[CH:5]=[CH:6][C:7]2[O:12][C@:11]([CH3:18])([CH:13]([O:16][CH3:17])[O:14][CH3:15])[C@H:10]([OH:19])[C@@H:9]([N:29]([C:23]3[CH:24]=[CH:25][C:26]([CH3:28])=[CH:27][C:22]=3[CH3:21])[CH2:30][C:31]3[N:32]=[N:33][N:34]([CH3:36])[N:35]=3)[C:8]=2[CH:20]=1)([O-:3])=[O:2]. Given the reactants [N+:1]([C:4]1[CH:5]=[CH:6][C:7]2[O:12][C@:11]([CH3:18])([CH:13]([O:16][CH3:17])[O:14][CH3:15])[C@@H:10]3[O:19][C@@H:9]3[C:8]=2[CH:20]=1)([O-:3])=[O:2].[CH3:21][C:22]1[CH:27]=[C:26]([CH3:28])[CH:25]=[CH:24][C:23]=1[NH:29][CH2:30][C:31]1[N:32]=[N:33][N:34]([CH3:36])[N:35]=1, predict the reaction product. (6) Given the reactants Cl.[NH:2]1[CH2:5][CH:4]([OH:6])[CH2:3]1.Cl[C:8]1[C:13]([C:14]([F:17])([F:16])[F:15])=[CH:12][CH:11]=[CH:10][N:9]=1.C(=O)([O-])[O-].[Cs+].[Cs+].O, predict the reaction product. The product is: [F:15][C:14]([F:17])([F:16])[C:13]1[C:8]([N:2]2[CH2:5][CH:4]([OH:6])[CH2:3]2)=[N:9][CH:10]=[CH:11][CH:12]=1.